This data is from Forward reaction prediction with 1.9M reactions from USPTO patents (1976-2016). The task is: Predict the product of the given reaction. (1) Given the reactants [Cl:1][C:2]1[C:3]2[CH2:12][CH2:11][CH2:10][C:4]=2[N:5]=[C:6]([S:8][CH3:9])[N:7]=1.C1C=C(Cl)C=C(C(OO)=[O:21])C=1.[OH2:24], predict the reaction product. The product is: [Cl:1][C:2]1[C:3]2[CH2:12][CH2:11][CH2:10][C:4]=2[N:5]=[C:6]([S:8]([CH3:9])(=[O:21])=[O:24])[N:7]=1. (2) Given the reactants [Cl:1][C:2]1[CH:9]=[C:8]([C:10]2[CH2:14][C:13]([C:19]3[CH:24]=[C:23]([Cl:25])[CH:22]=[C:21]([Cl:26])[CH:20]=3)([C:15]([F:18])([F:17])[F:16])[O:12][N:11]=2)[CH:7]=[CH:6][C:3]=1[CH:4]=[O:5].[CH3:27][Mg]Br.[Cl-].[NH4+], predict the reaction product. The product is: [Cl:1][C:2]1[CH:9]=[C:8]([C:10]2[CH2:14][C:13]([C:19]3[CH:20]=[C:21]([Cl:26])[CH:22]=[C:23]([Cl:25])[CH:24]=3)([C:15]([F:18])([F:17])[F:16])[O:12][N:11]=2)[CH:7]=[CH:6][C:3]=1[CH:4]([OH:5])[CH3:27]. (3) The product is: [C:16]([C:17]1[CH:23]=[CH:22][CH:21]=[C:20]([CH3:24])[C:18]=1[NH:19][C:14]([C:4]1[N:5]([C:7]2[C:12]([Cl:13])=[CH:11][CH:10]=[CH:9][N:8]=2)[N:6]=[C:2]([Br:1])[CH:3]=1)=[O:15])(=[O:25])[NH2:26]. Given the reactants [Br:1][C:2]1[CH:3]=[C:4]([C:14]2[O:15][C:16](=[O:25])[C:17]3[CH:23]=[CH:22][CH:21]=[C:20]([CH3:24])[C:18]=3[N:19]=2)[N:5]([C:7]2[C:12]([Cl:13])=[CH:11][CH:10]=[CH:9][N:8]=2)[N:6]=1.[NH3:26], predict the reaction product. (4) Given the reactants [N:1]1([CH2:8][CH2:9][O:10][C:11]2[CH:60]=[CH:59][C:14]([CH2:15][N:16]([CH2:49][CH2:50][O:51]CC3C=CC=CC=3)[C:17]3[CH:22]=[C:21]([O:23][Si:24]([C:27]([CH3:30])([CH3:29])[CH3:28])([CH3:26])[CH3:25])[CH:20]=[CH:19][C:18]=3[CH:31]3[CH2:40][CH2:39][C:38]4[C:33](=[CH:34][CH:35]=[C:36]([O:41][Si:42]([C:45]([CH3:48])([CH3:47])[CH3:46])([CH3:44])[CH3:43])[CH:37]=4)[CH2:32]3)=[CH:13][CH:12]=2)[CH2:7][CH2:6][CH2:5][CH2:4][CH2:3][CH2:2]1.B(Cl)(Cl)Cl.CO, predict the reaction product. The product is: [N:1]1([CH2:8][CH2:9][O:10][C:11]2[CH:60]=[CH:59][C:14]([CH2:15][N:16]([C:17]3[CH:22]=[C:21]([O:23][Si:24]([C:27]([CH3:30])([CH3:29])[CH3:28])([CH3:26])[CH3:25])[CH:20]=[CH:19][C:18]=3[CH:31]3[CH2:40][CH2:39][C:38]4[C:33](=[CH:34][CH:35]=[C:36]([O:41][Si:42]([C:45]([CH3:48])([CH3:47])[CH3:46])([CH3:44])[CH3:43])[CH:37]=4)[CH2:32]3)[CH2:49][CH2:50][OH:51])=[CH:13][CH:12]=2)[CH2:7][CH2:6][CH2:5][CH2:4][CH2:3][CH2:2]1. (5) Given the reactants Cl[C:2]1[N:7]([CH2:8][C:9]2[CH:14]=[CH:13][C:12]([O:15][CH3:16])=[CH:11][CH:10]=2)[C:6](=[O:17])[N:5]([CH3:18])[C:4](=[O:19])[CH:3]=1.CCOCC.[NH2:25][NH2:26], predict the reaction product. The product is: [NH:25]([C:2]1[N:7]([CH2:8][C:9]2[CH:14]=[CH:13][C:12]([O:15][CH3:16])=[CH:11][CH:10]=2)[C:6](=[O:17])[N:5]([CH3:18])[C:4](=[O:19])[CH:3]=1)[NH2:26].